From a dataset of Full USPTO retrosynthesis dataset with 1.9M reactions from patents (1976-2016). Predict the reactants needed to synthesize the given product. (1) Given the product [ClH:23].[CH3:19][C:20]1[CH:27]=[CH:26][CH:25]=[CH:24][C:21]=1[CH2:22][S:18][C:9]1[NH:8][C@H:7]([C:1]2[CH:2]=[CH:3][CH:4]=[CH:5][CH:6]=2)[C@H:11]([C:12]2[CH:13]=[CH:14][CH:15]=[CH:16][CH:17]=2)[N:10]=1, predict the reactants needed to synthesize it. The reactants are: [C:1]1([C@H:7]2[C@@H:11]([C:12]3[CH:17]=[CH:16][CH:15]=[CH:14][CH:13]=3)[NH:10][C:9](=[S:18])[NH:8]2)[CH:6]=[CH:5][CH:4]=[CH:3][CH:2]=1.[CH3:19][C:20]1[CH:27]=[CH:26][CH:25]=[CH:24][C:21]=1[CH2:22][Cl:23]. (2) Given the product [C:1]1([CH3:24])[CH:6]=[CH:5][C:4]([C:7]2[N:8]=[C:9]3[CH2:23][CH2:22][CH2:21][NH:20][C:10]3=[N:11][C:12]=2[C:13]2[CH:18]=[CH:17][C:16]([CH3:19])=[CH:15][CH:14]=2)=[CH:3][CH:2]=1, predict the reactants needed to synthesize it. The reactants are: [C:1]1([CH3:24])[CH:6]=[CH:5][C:4]([C:7]2[N:8]=[C:9]3[CH:23]=[CH:22][CH:21]=[N:20][C:10]3=[N:11][C:12]=2[C:13]2[CH:18]=[CH:17][C:16]([CH3:19])=[CH:15][CH:14]=2)=[CH:3][CH:2]=1.[H][H].CCN(CC)CC. (3) Given the product [C:22]([C:17]1[C:16]([Cl:21])=[N:15][C:14]([Cl:13])=[N:19][C:18]=1[Cl:20])([OH:24])=[O:23], predict the reactants needed to synthesize it. The reactants are: C(NC(C)C)(C)C.C([Li])CCC.[Cl:13][C:14]1[N:19]=[C:18]([Cl:20])[CH:17]=[C:16]([Cl:21])[N:15]=1.[C:22](=[O:24])=[O:23].Cl. (4) Given the product [NH2:52][C:18]1[N:17]=[CH:16][C:15]([C:12]2[CH:13]=[CH:14][C:9]([C:7]3[CH:6]=[N:5][N:4]([CH:1]([CH3:3])[CH3:2])[CH:8]=3)=[CH:10][CH:11]=2)=[C:24]2[C:19]=1[CH:20]=[CH:21][C:22]([C:25]([N:27]1[CH2:28][CH:29]([O:31][CH3:32])[CH2:30]1)=[O:26])=[N:23]2, predict the reactants needed to synthesize it. The reactants are: [CH:1]([N:4]1[CH:8]=[C:7]([C:9]2[CH:14]=[CH:13][C:12]([C:15]3[CH:16]=[N:17][CH:18]=[C:19]4[C:24]=3[N:23]=[C:22]([C:25]([N:27]3[CH2:30][CH:29]([O:31][CH3:32])[CH2:28]3)=[O:26])[CH:21]=[CH:20]4)=[CH:11][CH:10]=2)[CH:6]=[N:5]1)([CH3:3])[CH3:2].C(OO)(=O)C.C1(C)C=CC(S(Cl)(=O)=O)=CC=1.C(C[NH2:52])O. (5) Given the product [OH:18][C:12](=[C:4]1[C:2](=[O:3])[C:1]2([CH3:11])[C:8]([CH3:10])([CH3:9])[CH:5]1[CH2:6][CH2:7]2)[C:13]([OH:15])=[O:14], predict the reactants needed to synthesize it. The reactants are: [C:1]12([CH3:11])[C:8]([CH3:10])([CH3:9])[CH:5]([CH2:6][CH2:7]1)[CH2:4][C:2]2=[O:3].[C:12](OCC)(=[O:18])[C:13]([O:15]CC)=[O:14].[H-].[Na+]. (6) Given the product [CH:86]([C:85]1[CH:84]=[C:83]([CH:90]=[CH:89][CH:88]=1)[CH2:82][N:6]1[CH:10]=[C:9]([NH:11][C:12]([C:14]2[C:22]3[C:17](=[CH:18][CH:19]=[CH:20][CH:21]=3)[N:16]([C:34]([C:56]3[CH:57]=[CH:58][CH:59]=[CH:60][CH:61]=3)([C:99]3[CH:92]=[CH:93][CH:94]=[CH:97][CH:98]=3)[C:17]3[CH:22]=[CH:21][CH:20]=[CH:19][CH:18]=3)[N:15]=2)=[O:13])[CH:8]=[N:7]1)=[O:87], predict the reactants needed to synthesize it. The reactants are: BrC1C=C(C=CC=1)C[N:6]1[CH:10]=[C:9]([NH:11][C:12]([C:14]2[C:22]3[C:17](=[CH:18][C:19](C4C=NN(C5CCCCO5)C=4)=[CH:20][CH:21]=3)[N:16]([CH2:34]OCC[Si](C)(C)C)[N:15]=2)=[O:13])[CH:8]=[N:7]1.N1C=C(NC(C2[C:61]3[C:56](=[CH:57][C:58](C4C=NN(C5CCCCO5)C=4)=[CH:59][CH:60]=3)N(COCC[Si](C)(C)C)N=2)=O)C=N1.Br[CH2:82][C:83]1[CH:84]=[C:85]([CH:88]=[CH:89][CH:90]=1)[CH:86]=[O:87].Br[C:92]1[CH:93]=[C:94]([CH:97]=[CH:98][CH:99]=1)CBr. (7) Given the product [CH3:25][C:20]1[CH:19]=[C:18]([N:5]([CH2:6][CH2:7][C:8]2[CH:9]=[N:10][C:11]([C:14]([F:17])([F:15])[F:16])=[CH:12][CH:13]=2)[C:3](=[O:4])[C@@H:2]([NH:1][CH:34]2[CH2:35][O:32][CH2:33]2)[C:26]2[CH:27]=[CH:28][CH:29]=[CH:30][CH:31]=2)[CH:23]=[CH:22][C:21]=1[CH3:24], predict the reactants needed to synthesize it. The reactants are: [NH2:1][C@@H:2]([C:26]1[CH:31]=[CH:30][CH:29]=[CH:28][CH:27]=1)[C:3]([N:5]([C:18]1[CH:23]=[CH:22][C:21]([CH3:24])=[C:20]([CH3:25])[CH:19]=1)[CH2:6][CH2:7][C:8]1[CH:9]=[N:10][C:11]([C:14]([F:17])([F:16])[F:15])=[CH:12][CH:13]=1)=[O:4].[O:32]1[CH2:35][C:34](=O)[CH2:33]1.C(O[BH-](OC(=O)C)OC(=O)C)(=O)C.[Na+].